This data is from Full USPTO retrosynthesis dataset with 1.9M reactions from patents (1976-2016). The task is: Predict the reactants needed to synthesize the given product. (1) Given the product [Cl:1][C:2]1[C:3]([CH3:12])=[C:4]([S:8]([NH:19][C:20]2[CH:38]=[CH:37][C:36]([Cl:39])=[C:22]([CH2:23][CH:24]3[CH2:28][CH2:27][N:26]([CH:29]4[CH2:34][CH2:33][CH2:32][CH2:31][CH2:30]4)[C:25]3=[O:35])[C:21]=2[Cl:40])(=[O:10])=[O:9])[CH:5]=[CH:6][CH:7]=1, predict the reactants needed to synthesize it. The reactants are: [Cl:1][C:2]1[C:3]([CH3:12])=[C:4]([S:8](Cl)(=[O:10])=[O:9])[CH:5]=[CH:6][CH:7]=1.N1C=CC=CC=1.[NH2:19][C:20]1[C:21]([Cl:40])=[C:22]([C:36]([Cl:39])=[CH:37][CH:38]=1)[CH2:23][CH:24]1[CH2:28][CH2:27][N:26]([CH:29]2[CH2:34][CH2:33][CH2:32][CH2:31][CH2:30]2)[C:25]1=[O:35]. (2) Given the product [C:4]([C:3]1[CH:6]=[C:7]([O:10][CH2:11][CH:12]2[CH2:17][CH2:16][N:15]([CH2:18][C:19]([CH2:23][CH3:24])([F:22])[CH2:20][CH3:21])[CH2:14][CH2:13]2)[CH:8]=[CH:9][C:2]=1[C:32]1[CH:33]=[CH:34][C:29]([C:27]([O:26][CH3:25])=[O:28])=[CH:30][CH:31]=1)#[N:5], predict the reactants needed to synthesize it. The reactants are: Br[C:2]1[CH:9]=[CH:8][C:7]([O:10][CH2:11][CH:12]2[CH2:17][CH2:16][N:15]([CH2:18][C:19]([CH2:23][CH3:24])([F:22])[CH2:20][CH3:21])[CH2:14][CH2:13]2)=[CH:6][C:3]=1[C:4]#[N:5].[CH3:25][O:26][C:27]([C:29]1[CH:34]=[CH:33][C:32](B(O)O)=[CH:31][CH:30]=1)=[O:28].C([O-])([O-])=O.[Cs+].[Cs+]. (3) Given the product [CH3:1][C:2]1[O:6][C:5]([C:7]2[O:11][C:10]3[CH:12]=[CH:13][CH:14]=[C:15]([O:16][CH2:17][CH2:18][CH2:19][N:33]4[CH2:32][CH2:31][CH:30]([C:25]5[CH:26]=[CH:27][C:28]6[O:29][CH2:21][O:22][C:23]=6[CH:24]=5)[CH2:35][CH2:34]4)[C:9]=3[CH:8]=2)=[N:4][N:3]=1, predict the reactants needed to synthesize it. The reactants are: [CH3:1][C:2]1[O:6][C:5]([C:7]2[O:11][C:10]3[CH:12]=[CH:13][CH:14]=[C:15]([O:16][CH2:17][CH2:18][CH2:19]Cl)[C:9]=3[CH:8]=2)=[N:4][N:3]=1.[CH2:21]1[O:29][C:28]2[CH:27]=[CH:26][C:25]([CH:30]3[CH2:35][CH2:34][NH:33][CH2:32][CH2:31]3)=[CH:24][C:23]=2[O:22]1.C(=O)([O-])[O-].[K+].[K+].[I-].[K+]. (4) Given the product [CH2:31]([C:32]1[NH:8][C:7]2[CH:6]=[C:5]([C:9]3[C:10]([CH3:15])=[N:11][O:12][C:13]=3[CH3:14])[CH:4]=[C:3]([S:16]([NH:19][CH:20]3[CH2:24][CH2:23][CH2:22][CH2:21]3)(=[O:17])=[O:18])[C:2]=2[N:1]=1)[C:25]1[CH:30]=[CH:29][CH:28]=[CH:27][CH:26]=1, predict the reactants needed to synthesize it. The reactants are: [NH2:1][C:2]1[C:7]([NH2:8])=[CH:6][C:5]([C:9]2[C:10]([CH3:15])=[N:11][O:12][C:13]=2[CH3:14])=[CH:4][C:3]=1[S:16]([NH:19][CH:20]1[CH2:24][CH2:23][CH2:22][CH2:21]1)(=[O:18])=[O:17].[C:25]1([CH2:31][C:32](O)=O)[CH:30]=[CH:29][CH:28]=[CH:27][CH:26]=1. (5) Given the product [Br:1][C:2]1[CH:3]=[C:4]2[N:10]=[C:9]([C:11]3[CH:12]=[CH:13][C:14]([O:17][CH2:19][CH2:20][CH2:21][Cl:22])=[CH:15][CH:16]=3)[NH:8][C:5]2=[N:6][CH:7]=1, predict the reactants needed to synthesize it. The reactants are: [Br:1][C:2]1[CH:3]=[C:4]2[N:10]=[C:9]([C:11]3[CH:16]=[CH:15][C:14]([OH:17])=[CH:13][CH:12]=3)[NH:8][C:5]2=[N:6][CH:7]=1.Br[CH2:19][CH2:20][CH2:21][Cl:22]. (6) Given the product [F:7][C:8]1[CH:9]=[C:10]([CH:15]=[CH:16][C:17]=1[N:1]1[CH2:6][CH2:5][NH:4][CH2:3][CH2:2]1)[C:11]([O:13][CH3:14])=[O:12], predict the reactants needed to synthesize it. The reactants are: [NH:1]1[CH2:6][CH2:5][NH:4][CH2:3][CH2:2]1.[F:7][C:8]1[CH:9]=[C:10]([CH:15]=[CH:16][C:17]=1F)[C:11]([O:13][CH3:14])=[O:12]. (7) Given the product [Br:5][C:18]1[C:17]2[S:16][C:15]([C:8]3[C:7]([F:6])=[CH:14][CH:13]=[CH:12][C:9]=3[C:10]#[N:11])=[N:23][C:22]=2[C:21]([F:24])=[CH:20][N:19]=1, predict the reactants needed to synthesize it. The reactants are: C[Si]([Br:5])(C)C.[F:6][C:7]1[C:8]([C:15]2[S:16][C:17]3[C:18](Cl)=[N:19][CH:20]=[C:21]([F:24])[C:22]=3[N:23]=2)=[C:9]([CH:12]=[CH:13][CH:14]=1)[C:10]#[N:11].C(=O)(O)[O-].[Na+]. (8) Given the product [F:20][C:18]1[CH:17]=[CH:16][C:15]([CH3:21])=[C:14]([CH:19]=1)[O:13][CH2:12][C:11]1[C:2]([C:29]2[CH:30]=[CH:31][C:32]([O:34][C:35]([F:37])([F:38])[F:36])=[CH:33][C:28]=2[O:27][CH3:26])=[CH:3][CH:4]=[C:5]2[C:10]=1[N:9]([CH3:22])[C:8](=[O:23])[C:7]([CH3:25])([CH3:24])[NH:6]2, predict the reactants needed to synthesize it. The reactants are: Br[C:2]1[C:11]([CH2:12][O:13][C:14]2[CH:19]=[C:18]([F:20])[CH:17]=[CH:16][C:15]=2[CH3:21])=[C:10]2[C:5]([NH:6][C:7]([CH3:25])([CH3:24])[C:8](=[O:23])[N:9]2[CH3:22])=[CH:4][CH:3]=1.[CH3:26][O:27][C:28]1[CH:33]=[C:32]([O:34][C:35]([F:38])([F:37])[F:36])[CH:31]=[CH:30][C:29]=1B(O)O.C(=O)([O-])[O-].C(OCC)(=O)C.